Predict the reactants needed to synthesize the given product. From a dataset of Full USPTO retrosynthesis dataset with 1.9M reactions from patents (1976-2016). (1) Given the product [F:1]/[C:2](=[C:5](/[C:7]1[CH:16]=[C:15]2[C:10]([C:11]([CH3:21])([CH3:20])[CH2:12][CH:13]=[C:14]2[CH:17]([CH3:19])[CH3:18])=[CH:9][C:8]=1[O:22][CH2:23][CH3:24])\[CH3:6])/[CH:3]=[O:4], predict the reactants needed to synthesize it. The reactants are: [F:1]/[C:2](=[C:5](/[C:7]1[CH:16]=[C:15]2[C:10]([C:11]([CH3:21])([CH3:20])[CH2:12][CH:13]=[C:14]2[CH:17]([CH3:19])[CH3:18])=[CH:9][C:8]=1[O:22][CH2:23][CH3:24])\[CH3:6])/[CH2:3][OH:4].C[N+]1([O-])CCOCC1.ClCCl. (2) Given the product [C:1]([O:5][CH2:6][CH2:7][CH2:8][P:9](=[O:10])([OH:20])[OH:15])(=[O:4])[CH:2]=[CH2:3], predict the reactants needed to synthesize it. The reactants are: [C:1]([O:5][CH2:6][CH2:7][CH2:8][P:9](=[O:20])([O:15][Si](C)(C)C)[O:10][Si](C)(C)C)(=[O:4])[CH:2]=[CH2:3]. (3) Given the product [F:2][C:3]1[CH:8]=[CH:7][C:6]([CH:9]([C:17]2[CH:18]=[CH:19][C:20]([F:23])=[CH:21][CH:22]=2)[CH:10]2[C:15](=[O:16])[CH2:14][CH2:13][N:12]([CH2:28][C:27]3[CH:30]=[C:31]([N+:34]([O-:36])=[O:35])[CH:32]=[CH:33][C:26]=3[O:25][CH3:24])[CH2:11]2)=[CH:5][CH:4]=1, predict the reactants needed to synthesize it. The reactants are: Cl.[F:2][C:3]1[CH:8]=[CH:7][C:6]([CH:9]([C:17]2[CH:22]=[CH:21][C:20]([F:23])=[CH:19][CH:18]=2)[CH:10]2[C:15](=[O:16])[CH2:14][CH2:13][NH:12][CH2:11]2)=[CH:5][CH:4]=1.[CH3:24][O:25][C:26]1[CH:33]=[CH:32][C:31]([N+:34]([O-:36])=[O:35])=[CH:30][C:27]=1[CH2:28]Br.C(=O)([O-])[O-].[K+].[K+].C(OCC)(=O)C. (4) Given the product [CH:31]1([CH2:30][O:29][C:22]2[CH:23]=[CH:24][C:25]([CH2:27][CH3:28])=[CH:26][C:21]=2[C:20]2[C:15]3[NH:14][C:13]([CH3:34])=[C:12]([C:10]([NH:9][C@H:6]4[CH2:7][CH2:8][C@H:3]([NH:2][C:39](=[O:38])[CH2:40][OH:41])[CH2:4][CH2:5]4)=[O:11])[C:16]=3[N:17]=[CH:18][N:19]=2)[CH2:32][CH2:33]1, predict the reactants needed to synthesize it. The reactants are: Cl.[NH2:2][C@H:3]1[CH2:8][CH2:7][C@H:6]([NH:9][C:10]([C:12]2[C:16]3[N:17]=[CH:18][N:19]=[C:20]([C:21]4[CH:26]=[C:25]([CH2:27][CH3:28])[CH:24]=[CH:23][C:22]=4[O:29][CH2:30][CH:31]4[CH2:33][CH2:32]4)[C:15]=3[NH:14][C:13]=2[CH3:34])=[O:11])[CH2:5][CH2:4]1.C([O:38][CH2:39][C:40](Cl)=[O:41])(=O)C. (5) Given the product [CH3:16][C:15]1([CH3:17])[C@@H:9]2[CH2:8][C:7]3[C:11]([C@H:10]12)=[C:12]([CH3:14])[S:13][C:6]=3[C:4]([OH:5])=[O:3], predict the reactants needed to synthesize it. The reactants are: C([O:3][C:4]([C:6]1[S:13][C:12]([CH3:14])=[C:11]2[C:7]=1[CH2:8][C@H:9]1[C:15]([CH3:17])([CH3:16])[C@H:10]12)=[O:5])C.[Li+].[OH-]. (6) Given the product [CH3:1][N:2]1[C:11]2[C:6](=[CH:7][C:8]([O:12][C:23](=[O:24])[NH:22][C:17]3[CH:18]=[CH:19][CH:20]=[CH:21][C:16]=3[Cl:15])=[CH:9][CH:10]=2)[CH2:5][CH2:4][CH2:3]1, predict the reactants needed to synthesize it. The reactants are: [CH3:1][N:2]1[C:11]2[C:6](=[CH:7][C:8]([OH:12])=[CH:9][CH:10]=2)[CH2:5][CH2:4][CH2:3]1.[H-].[Na+].[Cl:15][C:16]1[CH:21]=[CH:20][CH:19]=[CH:18][C:17]=1[N:22]=[C:23]=[O:24]. (7) Given the product [Cl:62][C:47]1[CH:46]=[C:45]([NH:44][C:7]2[C:5]3[N:4]([CH2:65][CH2:64][OH:67])[C:1]([Cl:42])=[CH:3][C:6]=3[N:27]=[CH:28][N:29]=2)[CH:61]=[CH:60][C:48]=1[O:49][C:50]1[CH:51]=[C:52]([CH:57]=[CH:58][CH:59]=1)[C:53]([OH:55])=[O:54], predict the reactants needed to synthesize it. The reactants are: [CH:1]([NH:4][CH:5]([CH3:7])[CH3:6])([CH3:3])C.C([Li])CCC.[Si](OCCN1C2C(Cl)=[N:29][CH:28]=[N:27]C=2C=C1)(C(C)(C)C)(C)C.C1(C)C=CC(S([Cl:42])(=O)=O)=CC=1.[NH2:44][C:45]1[CH:61]=[CH:60][C:48]([O:49][C:50]2[CH:51]=[C:52]([CH:57]=[CH:58][CH:59]=2)[C:53]([O:55]C)=[O:54])=[C:47]([Cl:62])[CH:46]=1.Cl.[C:64]([O:67]CC)(=O)[CH3:65].ClC1C=C(NC2C3N(CCO)C(Cl)=CC=3N=CN=2)C=CC=1OC1C=C(NC(C2CC2)=O)C=CC=1.[OH-].[Na+].Cl.C(=O)(O)[O-].[Na+].